From a dataset of Reaction yield outcomes from USPTO patents with 853,638 reactions. Predict the reaction yield, written as a fraction of the theoretical maximum amount of product (1.0 means a 100% yield; for example, 0.34 means a 34% yield). (1) The reactants are [Cl-].O[NH3+:3].[C:4](=[O:7])([O-])[OH:5].[Na+].CS(C)=O.[OH:13][C:14]([CH3:54])([CH3:53])[CH2:15][O:16][C@H:17]1[CH2:22][CH2:21][C@H:20]([N:23]2[C:28](=[O:29])[C:27]([CH2:30][C:31]3[CH:36]=[CH:35][C:34]([C:37]4[C:38]([C:43]#[N:44])=[CH:39][CH:40]=[CH:41][CH:42]=4)=[C:33]([O:45][CH3:46])[CH:32]=3)=[C:26]([CH2:47][CH2:48][CH3:49])[N:25]3[N:50]=[CH:51][CH:52]=[C:24]23)[CH2:19][CH2:18]1. The catalyst is C(OCC)(=O)C. The product is [OH:13][C:14]([CH3:53])([CH3:54])[CH2:15][O:16][C@H:17]1[CH2:18][CH2:19][C@H:20]([N:23]2[C:28](=[O:29])[C:27]([CH2:30][C:31]3[CH:36]=[CH:35][C:34]([C:37]4[CH:42]=[CH:41][CH:40]=[CH:39][C:38]=4[C:43]4[NH:3][C:4](=[O:7])[O:5][N:44]=4)=[C:33]([O:45][CH3:46])[CH:32]=3)=[C:26]([CH2:47][CH2:48][CH3:49])[N:25]3[N:50]=[CH:51][CH:52]=[C:24]23)[CH2:21][CH2:22]1. The yield is 0.620. (2) The reactants are Br[C:2]1[CH:12]=[CH:11][C:5]([O:6][CH2:7][CH2:8][CH2:9][OH:10])=[C:4]([F:13])[CH:3]=1.[Cl:14][C:15]1[CH:23]=[C:22]2[C:18]([C:19]([C:24]([O:26][CH3:27])=[O:25])=[CH:20][NH:21]2)=[CH:17][C:16]=1B1OCC(C)(C)CO1.C(=O)([O-])[O-].[K+].[K+]. The catalyst is C1(C)C=CC=CC=1.CCO.O.C1C=CC(P(C2C=CC=CC=2)[C-]2C=CC=C2)=CC=1.C1C=CC(P(C2C=CC=CC=2)[C-]2C=CC=C2)=CC=1.Cl[Pd]Cl.[Fe+2]. The product is [Cl:14][C:15]1[CH:23]=[C:22]2[C:18]([C:19]([C:24]([O:26][CH3:27])=[O:25])=[CH:20][NH:21]2)=[CH:17][C:16]=1[C:2]1[CH:12]=[CH:11][C:5]([O:6][CH2:7][CH2:8][CH2:9][OH:10])=[C:4]([F:13])[CH:3]=1. The yield is 0.730. (3) The reactants are C[Si](C)(C)N[Si](C)(C)C.[Li]CCCC.C1(P(C2CCCCC2)C2C=CC=CC=2C2C=CC=CC=2N(C)C)CCCCC1.[C:43]([O:47][C:48](=[O:50])[CH3:49])([CH3:46])([CH3:45])[CH3:44].Cl[C:52]1[C:61]2[C:56](=[CH:57][CH:58]=[CH:59][CH:60]=2)[CH:55]=[C:54]([Cl:62])[N:53]=1. The catalyst is C1(C)C=CC=CC=1.C1C=CC(/C=C/C(/C=C/C2C=CC=CC=2)=O)=CC=1.C1C=CC(/C=C/C(/C=C/C2C=CC=CC=2)=O)=CC=1.C1C=CC(/C=C/C(/C=C/C2C=CC=CC=2)=O)=CC=1.[Pd].[Pd]. The product is [C:43]([O:47][C:48](=[O:50])[CH2:49][C:52]1[C:61]2[C:56](=[CH:57][CH:58]=[CH:59][CH:60]=2)[CH:55]=[C:54]([Cl:62])[N:53]=1)([CH3:46])([CH3:45])[CH3:44]. The yield is 1.00. (4) The reactants are [CH3:1][C:2]1[CH:3]=[C:4](Br)[C:5]2[N:6]([CH:8]=[CH:9][N:10]=2)[CH:7]=1.[CH3:12][Sn](C)(C)C. The catalyst is C1(P(C2C=CC=CC=2)C2C=CC=CC=2)C=CC=CC=1.C1(P(C2C=CC=CC=2)C2C=CC=CC=2)C=CC=CC=1.C1(P(C2C=CC=CC=2)C2C=CC=CC=2)C=CC=CC=1.C1(P(C2C=CC=CC=2)C2C=CC=CC=2)C=CC=CC=1.[Pd]. The product is [CH3:1][C:2]1[CH:3]=[C:4]([CH3:12])[C:5]2[N:6]([CH:8]=[CH:9][N:10]=2)[CH:7]=1. The yield is 1.00.